From a dataset of Reaction yield outcomes from USPTO patents with 853,638 reactions. Predict the reaction yield, written as a fraction of the theoretical maximum amount of product (1.0 means a 100% yield; for example, 0.34 means a 34% yield). (1) The reactants are C[Si](C)(C)Cl.Br[CH2:7][C:8]([O:10][CH2:11][CH3:12])=[O:9].[C:13]1(=[O:18])[CH2:17][CH2:16][CH2:15]C1.N. The catalyst is CCOCC.[Zn]. The product is [OH:18][C:13]1([CH2:7][C:8]([O:10][CH2:11][CH3:12])=[O:9])[CH2:15][CH2:16][CH2:17]1. The yield is 0.540. (2) The reactants are [CH3:1][C:2]1([CH3:16])[C:6]([CH3:8])([CH3:7])[O:5][B:4]([C:9]2[CH:14]=[CH:13][C:12]([OH:15])=[CH:11][CH:10]=2)[O:3]1.[N:17]1([CH2:23][CH2:24]O)[CH2:22][CH2:21][O:20][CH2:19][CH2:18]1.C1(P(C2C=CC=CC=2)C2C=CC=CC=2)C=CC=CC=1.CC(OC(/N=N/C(OC(C)C)=O)=O)C. The yield is 0.740. The catalyst is C(Cl)Cl. The product is [CH3:8][C:6]1([CH3:7])[C:2]([CH3:16])([CH3:1])[O:3][B:4]([C:9]2[CH:14]=[CH:13][C:12]([O:15][CH2:24][CH2:23][N:17]3[CH2:22][CH2:21][O:20][CH2:19][CH2:18]3)=[CH:11][CH:10]=2)[O:5]1.